This data is from hERG potassium channel inhibition data for cardiac toxicity prediction from Karim et al.. The task is: Regression/Classification. Given a drug SMILES string, predict its toxicity properties. Task type varies by dataset: regression for continuous values (e.g., LD50, hERG inhibition percentage) or binary classification for toxic/non-toxic outcomes (e.g., AMES mutagenicity, cardiotoxicity, hepatotoxicity). Dataset: herg_karim. (1) The drug is O=S(=O)(c1ccc(/C=C/c2ccc(F)cc2)cc1)c1ccccc1CO. The result is 1 (blocker). (2) The molecule is CN(C/C=C/c1ccc(C(F)(F)F)cc1)Cc1cccc2ccoc12.Cl. The result is 1 (blocker). (3) The result is 0 (non-blocker). The molecule is CC(C)(C)NC(=O)NCCN1CCOC(CNC(=O)c2cc(Cl)cc(Cl)c2)C1. (4) The molecule is CC1(C)c2cc(C3CCN(CC4(O)CCOCC4)CC3)ccc2C(=O)c2c1[nH]c1cc(C#N)ccc21. The result is 0 (non-blocker). (5) The molecule is N#Cc1cc(F)ccc1C=Cc1ccc(S(=O)(=O)c2ccccc2F)cn1. The result is 1 (blocker). (6) The compound is CNS(=O)(=O)Nc1cccc(Cc2c(C)c3ccc(Oc4ncccn4)cc3oc2=O)c1F. The result is 0 (non-blocker). (7) The molecule is Cc1ccc(CCOCCCc2cccc(CCCOCCc3ccc(C)cc3)[n+]2C)cc1. The result is 1 (blocker). (8) The result is 0 (non-blocker). The drug is CC(C)(C)c1ccc2c(ccn2-c2ccc(F)cc2)c1. (9) The compound is CC(=O)NCCc1ccccc1-c1ccc([C@H]2CNCC[C@@]2(O)c2ccc(F)c(F)c2)c(C)c1. The result is 1 (blocker). (10) The compound is CCOC(=O)Nc1cccc([C@@H](c2ccc(C(=O)N(C)CC)cc2)N2CCN(Cc3[nH]cnc3C)CC2)c1. The result is 0 (non-blocker).